Predict the reaction yield, written as a fraction of the theoretical maximum amount of product (1.0 means a 100% yield; for example, 0.34 means a 34% yield). From a dataset of Reaction yield outcomes from USPTO patents with 853,638 reactions. (1) The reactants are C([N-]C(C)C)(C)C.[Li+].[C:9]([O:13][C:14]([N:16]1[CH2:21][CH2:20][CH:19]([C:22]([OH:24])=[O:23])[CH2:18][CH2:17]1)=[O:15])([CH3:12])([CH3:11])[CH3:10].[F:25][C:26]1[CH:33]=[CH:32][CH:31]=[CH:30][C:27]=1[CH2:28]Br. The catalyst is O1CCCC1. The product is [C:9]([O:13][C:14]([N:16]1[CH2:21][CH2:20][C:19]([CH2:28][C:27]2[CH:30]=[CH:31][CH:32]=[CH:33][C:26]=2[F:25])([C:22]([OH:24])=[O:23])[CH2:18][CH2:17]1)=[O:15])([CH3:12])([CH3:10])[CH3:11]. The yield is 0.220. (2) The product is [CH2:24]([O:31][C:32]1[CH:37]=[CH:36][N:35]([C:2]2[CH:23]=[CH:22][C:5]3[C:6]4[CH:13]5[N:14]([C:15]([O:17][C:18]([CH3:21])([CH3:20])[CH3:19])=[O:16])[CH:10]([CH2:11][CH2:12]5)[CH2:9][C:7]=4[O:8][C:4]=3[CH:3]=2)[C:34](=[O:38])[CH:33]=1)[C:25]1[CH:26]=[CH:27][CH:28]=[CH:29][CH:30]=1. The yield is 0.100. No catalyst specified. The reactants are Br[C:2]1[CH:23]=[CH:22][C:5]2[C:6]3[CH:13]4[N:14]([C:15]([O:17][C:18]([CH3:21])([CH3:20])[CH3:19])=[O:16])[CH:10]([CH2:11][CH2:12]4)[CH2:9][C:7]=3[O:8][C:4]=2[CH:3]=1.[CH2:24]([O:31][C:32]1[CH:37]=[CH:36][NH:35][C:34](=[O:38])[CH:33]=1)[C:25]1[CH:30]=[CH:29][CH:28]=[CH:27][CH:26]=1. (3) The reactants are [C:1]([N:8]1[CH2:13][CH2:12][CH:11]([CH2:14][NH2:15])[CH2:10][CH2:9]1)([O:3][C:4]([CH3:7])([CH3:6])[CH3:5])=[O:2].[Cl:16][C:17]1[CH:24]=[CH:23][CH:22]=[CH:21][C:18]=1[CH:19]=O.C(O[BH-](OC(=O)C)OC(=O)C)(=O)C.[Na+].ClC(Cl)C.C(=O)([O-])[O-].[K+].[K+]. The catalyst is CO.C(Cl)Cl.CN(C)C=O. The product is [C:1]([N:8]1[CH2:13][CH2:12][CH:11]([CH2:14][NH:15][CH2:19][C:18]2[CH:21]=[CH:22][CH:23]=[CH:24][C:17]=2[Cl:16])[CH2:10][CH2:9]1)([O:3][C:4]([CH3:7])([CH3:6])[CH3:5])=[O:2]. The yield is 0.860. (4) The reactants are [Cl:1][C:2]1[CH:3]=[C:4]([NH:9][C:10]([CH:12]2[CH2:17][CH2:16][N:15]([CH2:18][C@@H:19]3[CH2:24][CH2:23][CH2:22][NH:21][CH2:20]3)[CH2:14][CH2:13]2)=[O:11])[CH:5]=[CH:6][C:7]=1[Cl:8].C(=O)([O-])[O-].[K+].[K+].[CH2:31](Br)[CH3:32]. The catalyst is CN(C)C=O. The product is [Cl:1][C:2]1[CH:3]=[C:4]([NH:9][C:10]([CH:12]2[CH2:13][CH2:14][N:15]([CH2:18][C@@H:19]3[CH2:24][CH2:23][CH2:22][N:21]([CH2:31][CH3:32])[CH2:20]3)[CH2:16][CH2:17]2)=[O:11])[CH:5]=[CH:6][C:7]=1[Cl:8]. The yield is 0.740.